From a dataset of Catalyst prediction with 721,799 reactions and 888 catalyst types from USPTO. Predict which catalyst facilitates the given reaction. (1) Reactant: [CH3:1][C@@:2]1([CH2:13][O:14][C:15]2[CH:20]=[CH:19][C:18]([N:21]3[CH2:26][CH2:25][N:24]([C:27](OC(C)(C)C)=O)[CH2:23][CH2:22]3)=[CH:17][CH:16]=2)[O:6][C:5]2=[N:7][C:8]([N+:10]([O-:12])=[O:11])=[CH:9][N:4]2[CH2:3]1.FC(F)(F)C(O)=O.C(N(CC)CC)C.[F:48][C:49]([F:59])([F:58])[C:50]1[CH:57]=[CH:56][C:53](C=O)=[CH:52][CH:51]=1.[B-]C#N.[Na+].C(O)(=O)C.C(=O)([O-])O.[Na+]. Product: [CH3:1][C@@:2]1([CH2:13][O:14][C:15]2[CH:20]=[CH:19][C:18]([N:21]3[CH2:26][CH2:25][N:24]([CH2:27][C:53]4[CH:56]=[CH:57][C:50]([C:49]([F:59])([F:58])[F:48])=[CH:51][CH:52]=4)[CH2:23][CH2:22]3)=[CH:17][CH:16]=2)[O:6][C:5]2=[N:7][C:8]([N+:10]([O-:12])=[O:11])=[CH:9][N:4]2[CH2:3]1. The catalyst class is: 2. (2) Reactant: [C:1]1([C@H:13]2[C@H:17]([C:18]3[C:26]4[C:21](=[CH:22][CH:23]=[CH:24][CH:25]=4)[NH:20][CH:19]=3)[C:16](=O)[NH:15][C:14]2=O)[C:11]2=[C:12]3[C:7](=[CH:8][CH:9]=[CH:10]2)[CH2:6][CH2:5][CH2:4][N:3]3[CH:2]=1.N#N.[H-].[H-].[H-].[H-].[Li+].[Al+3].O. The catalyst class is: 1. Product: [NH:20]1[C:21]2[C:26](=[CH:25][CH:24]=[CH:23][CH:22]=2)[C:18]([C@@H:17]2[CH2:16][NH:15][CH2:14][C@H:13]2[C:1]2[C:11]3=[C:12]4[C:7](=[CH:8][CH:9]=[CH:10]3)[CH2:6][CH2:5][CH2:4][N:3]4[CH:2]=2)=[CH:19]1. (3) The catalyst class is: 10. Product: [F:1][C:2]1[CH:3]=[C:4]([NH:14][C:15]([C:17]2[C:18](=[O:24])[NH:19][CH:20]=[CH:21][C:22]=2[NH:49][CH2:50][C:51]2[CH:56]=[CH:55][CH:54]=[CH:53][N:52]=2)=[O:16])[CH:5]=[CH:6][C:7]=1[N:8]1[CH2:13][CH2:12][O:11][CH2:10][CH2:9]1. Reactant: [F:1][C:2]1[CH:3]=[C:4]([NH:14][C:15]([C:17]2[C:18](=[O:24])[NH:19][CH:20]=[CH:21][C:22]=2Cl)=[O:16])[CH:5]=[CH:6][C:7]=1[N:8]1[CH2:13][CH2:12][O:11][CH2:10][CH2:9]1.FC1C=C(NC(C2C(=O)NC=CC=2I)=O)C=CC=1N1CCOCC1.[NH2:49][CH2:50][C:51]1[CH:56]=[CH:55][CH:54]=[CH:53][N:52]=1.C(N(CC)CC)C. (4) Product: [CH2:26]([O:28][C:29](=[O:32])[CH2:30][NH:31][C:2]1[C:11]2[CH2:10][CH2:9][CH2:8][CH2:7][C:6]=2[N:5]=[C:4]([NH2:12])[N:3]=1)[CH3:27]. The catalyst class is: 6. Reactant: Cl[C:2]1[C:11]2[CH2:10][CH2:9][CH2:8][CH2:7][C:6]=2[N:5]=[C:4]([NH2:12])[N:3]=1.C(N(CC)CC)C.C(O)CCC.Cl.[CH2:26]([O:28][C:29](=[O:32])[CH2:30][NH2:31])[CH3:27]. (5) Reactant: [Cl:1][C:2]1[CH:10]=[CH:9][CH:8]=[C:7]2[C:3]=1[C:4]([C:15]([OH:17])=O)=[CH:5][N:6]2[CH:11]1[CH2:14][O:13][CH2:12]1.Cl.[CH:19]1([CH:25]([NH2:30])[C:26]([F:29])([F:28])[F:27])[CH2:24][CH2:23][CH2:22][CH2:21][CH2:20]1.C(Cl)CCl.N1(O)C2C=CC=CC=2N=N1.C(N(C(C)C)C(C)C)C. The catalyst class is: 9. Product: [Cl:1][C:2]1[CH:10]=[CH:9][CH:8]=[C:7]2[C:3]=1[C:4]([C:15]([NH:30][CH:25]([CH:19]1[CH2:24][CH2:23][CH2:22][CH2:21][CH2:20]1)[C:26]([F:27])([F:28])[F:29])=[O:17])=[CH:5][N:6]2[CH:11]1[CH2:12][O:13][CH2:14]1. (6) Reactant: [H-].[Na+].[C:3]([O:11][C:12]([CH3:15])([CH3:14])[CH3:13])(=[O:10])[CH2:4][C:5]([O:7][CH2:8][CH3:9])=[O:6].[Cl:16][C:17]1[CH:22]=[C:21](Cl)[C:20]([N+:24]([O-:26])=[O:25])=[CH:19][C:18]=1[N+:27]([O-:29])=[O:28]. Product: [CH2:8]([O:7][C:5](=[O:6])[CH:4]([C:21]1[CH:22]=[C:17]([Cl:16])[C:18]([N+:27]([O-:29])=[O:28])=[CH:19][C:20]=1[N+:24]([O-:26])=[O:25])[C:3]([O:11][C:12]([CH3:14])([CH3:13])[CH3:15])=[O:10])[CH3:9]. The catalyst class is: 60. (7) Reactant: I.CS[C:4]([C:6]1[S:7][C:8]2[C:14]([N:15]3[CH2:20][CH2:19][O:18][CH2:17][CH2:16]3)=[CH:13][CH:12]=[C:11]([O:21][CH3:22])[C:9]=2[N:10]=1)=[NH:5].[CH2:23]([N:30]1[CH2:35][CH2:34][C:33](OCC)(OCC)[CH:32]([NH2:42])[CH2:31]1)[C:24]1[CH:29]=[CH:28][CH:27]=[CH:26][CH:25]=1.B(F)(F)F.CCOCC. Product: [CH2:23]([N:30]1[CH2:35][CH2:34][C:33]2[N:5]=[C:4]([C:6]3[S:7][C:8]4[C:14]([N:15]5[CH2:20][CH2:19][O:18][CH2:17][CH2:16]5)=[CH:13][CH:12]=[C:11]([O:21][CH3:22])[C:9]=4[N:10]=3)[NH:42][C:32]=2[CH2:31]1)[C:24]1[CH:25]=[CH:26][CH:27]=[CH:28][CH:29]=1. The catalyst class is: 7. (8) Reactant: [CH:1]([C:3]1[CH:12]=[CH:11][C:6]([C:7]([O:9][CH3:10])=[O:8])=[CH:5][CH:4]=1)=O.[CH3:13][NH:14][C:15]1[CH:20]=[CH:19][CH:18]=[CH:17][C:16]=1[NH2:21]. Product: [CH3:13][N:14]1[C:15]2[CH:20]=[CH:19][CH:18]=[CH:17][C:16]=2[N:21]=[C:1]1[C:3]1[CH:12]=[CH:11][C:6]([C:7]([O:9][CH3:10])=[O:8])=[CH:5][CH:4]=1. The catalyst class is: 641. (9) Reactant: [OH:1][C:2]1[CH:12]=[CH:11][C:5]([CH:6]=[CH:7][C:8]([OH:10])=[O:9])=[CH:4][C:3]=1[O:13][CH3:14].C(OC(=O)C)(=O)C. Product: [C:8]([OH:10])(=[O:9])[CH3:7].[C:8]([OH:10])(=[O:9])/[CH:7]=[CH:6]/[C:5]1[CH:11]=[CH:12][C:2]([OH:1])=[C:3]([O:13][CH3:14])[CH:4]=1. The catalyst class is: 22. (10) Reactant: [NH2:1][C:2]1[CH:7]=[C:6]([O:8][CH3:9])[C:5]([CH3:10])=[CH:4][C:3]=1[N+:11]([O-:13])=[O:12].N(OS(=O)(=O)O)=O.[N-]=[N+]=[N-].[Na+].[N-]=[N+]=[N-]. Product: [CH3:10][C:5]1[C:6]([O:8][CH3:9])=[CH:7][C:2]2[C:3](=[N+:11]([O-:13])[O:12][N:1]=2)[CH:4]=1. The catalyst class is: 313.